Dataset: Reaction yield outcomes from USPTO patents with 853,638 reactions. Task: Predict the reaction yield, written as a fraction of the theoretical maximum amount of product (1.0 means a 100% yield; for example, 0.34 means a 34% yield). (1) The yield is 0.953. The reactants are [Br:1][C:2]1[CH:10]=[C:9]2[C:5]([C:6]([C:34](=[O:39])[C:35]([F:38])([F:37])[F:36])=[CH:7][N:8]2[S:11]([C:14]2[CH:19]=[CH:18][C:17]([O:20][CH3:21])=[C:16]([N:22]3[CH2:27][CH2:26][N:25](C(=O)C(F)(F)F)[CH2:24][CH2:23]3)[CH:15]=2)(=[O:13])=[O:12])=[CH:4][CH:3]=1.[BH4-].[Na+]. The product is [Br:1][C:2]1[CH:10]=[C:9]2[C:5]([C:6]([CH:34]([OH:39])[C:35]([F:36])([F:37])[F:38])=[CH:7][N:8]2[S:11]([C:14]2[CH:19]=[CH:18][C:17]([O:20][CH3:21])=[C:16]([N:22]3[CH2:27][CH2:26][NH:25][CH2:24][CH2:23]3)[CH:15]=2)(=[O:13])=[O:12])=[CH:4][CH:3]=1. The catalyst is C(O)C. (2) The reactants are [CH2:1]([C:3]1[N:7]([C:8]2[N:16]=[C:15]3[C:11]([N:12]=[C:13]([CH:18]=O)[N:14]3[CH3:17])=[C:10]([N:20]3[CH2:25][CH2:24][O:23][CH2:22][CH2:21]3)[N:9]=2)[C:6]2[CH:26]=[CH:27][CH:28]=[CH:29][C:5]=2[N:4]=1)[CH3:2].[CH3:30][N:31]([CH:38]1[CH2:41][O:40][CH2:39]1)[CH:32]1[CH2:37][CH2:36][NH:35][CH2:34][CH2:33]1.C(O[BH-](OC(=O)C)OC(=O)C)(=O)C.[Na+]. The catalyst is ClCCCl. The product is [CH2:1]([C:3]1[N:7]([C:8]2[N:16]=[C:15]3[C:11]([N:12]=[C:13]([CH2:18][N:35]4[CH2:36][CH2:37][CH:32]([N:31]([CH3:30])[CH:38]5[CH2:39][O:40][CH2:41]5)[CH2:33][CH2:34]4)[N:14]3[CH3:17])=[C:10]([N:20]3[CH2:25][CH2:24][O:23][CH2:22][CH2:21]3)[N:9]=2)[C:6]2[CH:26]=[CH:27][CH:28]=[CH:29][C:5]=2[N:4]=1)[CH3:2]. The yield is 0.370. (3) The reactants are CI.[CH3:3][O:4][C:5](=[O:16])[C:6]1[C:7](=[CH:9][CH:10]=[C:11]([C:13](=[O:15])[CH3:14])[CH:12]=1)[OH:8].[C:17](=O)([O-])[O-].[Na+].[Na+].Cl. The catalyst is O.CN(C)C=O. The product is [CH3:3][O:4][C:5](=[O:16])[C:6]1[CH:12]=[C:11]([C:13](=[O:15])[CH3:14])[CH:10]=[CH:9][C:7]=1[O:8][CH3:17]. The yield is 0.965. (4) The reactants are [CH3:1][C:2]([N:6]1[CH2:10][CH2:9][CH2:8][CH2:7]1)([CH3:5])[C:3]#[N:4].[C:11]1([Li])[CH:16]=[CH:15][CH:14]=[CH:13][CH:12]=1.C(=O)([O-])O.[Na+].[BH4-].[Na+]. The catalyst is C1COCC1.C(OCCCC)CCC. The product is [CH3:1][C:2]([N:6]1[CH2:10][CH2:9][CH2:8][CH2:7]1)([CH3:5])[CH:3]([NH2:4])[C:11]1[CH:16]=[CH:15][CH:14]=[CH:13][CH:12]=1. The yield is 0.880. (5) The reactants are [C:1]([O:5][C:6]([N:8]([CH2:12][CH2:13][OH:14])[CH:9]([CH3:11])[CH3:10])=[O:7])([CH3:4])([CH3:3])[CH3:2].[CH2:15](Br)[C:16]1[CH:21]=[CH:20][CH:19]=[CH:18][CH:17]=1.[H-].[Na+].O. The catalyst is O1CCCC1. The product is [CH2:15]([O:14][CH2:13][CH2:12][N:8]([CH:9]([CH3:10])[CH3:11])[C:6]([O:5][C:1]([CH3:2])([CH3:3])[CH3:4])=[O:7])[C:16]1[CH:21]=[CH:20][CH:19]=[CH:18][CH:17]=1. The yield is 0.300.